Dataset: Reaction yield outcomes from USPTO patents with 853,638 reactions. Task: Predict the reaction yield, written as a fraction of the theoretical maximum amount of product (1.0 means a 100% yield; for example, 0.34 means a 34% yield). (1) The reactants are [F:1][C:2]1[CH:3]=[C:4]([CH:7]=[CH:8][CH:9]=1)[C:5]#[N:6].CCN(C(C)C)C(C)C.Cl.[NH2:20][OH:21]. The catalyst is CCO. The product is [OH:21][NH:20][C:5](=[NH:6])[C:4]1[CH:7]=[CH:8][CH:9]=[C:2]([F:1])[CH:3]=1. The yield is 0.960. (2) The yield is 0.590. The catalyst is C1COCC1.[Cl-].[Na+].O. The reactants are [F:1][C:2]1[CH:7]=[C:6]([F:8])[CH:5]=[CH:4][C:3]=1[C:9](=O)[CH3:10].[CH3:12][C:13]([S@:16]([NH2:18])=[O:17])([CH3:15])[CH3:14]. The product is [F:1][C:2]1[CH:7]=[C:6]([F:8])[CH:5]=[CH:4][C:3]=1/[C:9](=[N:18]/[S@@:16]([C:13]([CH3:15])([CH3:14])[CH3:12])=[O:17])/[CH3:10]. (3) The yield is 0.820. The catalyst is C(Cl)Cl. The product is [F:1][C:2]1[CH:3]=[C:4](/[CH:16]=[C:17](\[CH3:23])/[CH2:18][OH:19])[CH:5]=[C:6]([F:15])[C:7]=1[O:8][C:9]1[CH:14]=[CH:13][CH:12]=[CH:11][CH:10]=1. The reactants are [F:1][C:2]1[CH:3]=[C:4](/[CH:16]=[C:17](\[CH3:23])/[C:18](OCC)=[O:19])[CH:5]=[C:6]([F:15])[C:7]=1[O:8][C:9]1[CH:14]=[CH:13][CH:12]=[CH:11][CH:10]=1.CC(C[AlH]CC(C)C)C. (4) The reactants are [F:1][C:2]1[CH:7]=[CH:6][C:5]([CH:8]([NH:12][C:13]2[CH:18]=[CH:17][CH:16]=[C:15]([F:19])[CH:14]=2)[C:9]([OH:11])=[O:10])=[CH:4][CH:3]=1.[N:20]12[CH2:27][CH2:26][CH:23]([CH2:24][CH2:25]1)[C@@H:22](O)[CH2:21]2.C1C=CC2N(O)N=NC=2C=1.C1CCC(N=C=NC2CCCCC2)CC1. The catalyst is C1COCC1. The product is [N:20]12[CH2:27][CH2:26][CH:23]([CH2:24][CH2:25]1)[C@@H:22]([O:10][C:9](=[O:11])[CH:8]([C:5]1[CH:6]=[CH:7][C:2]([F:1])=[CH:3][CH:4]=1)[NH:12][C:13]1[CH:18]=[CH:17][CH:16]=[C:15]([F:19])[CH:14]=1)[CH2:21]2. The yield is 0.500. (5) The reactants are [NH2:1][C:2]1[CH:11]=[CH:10][CH:9]=[C:8]2[C:3]=1[CH:4]=[CH:5][N:6]=[CH:7]2.[Cl:12][C:13]1[CH:18]=[CH:17][C:16]([C:19]([N:22]=[C:23]=[O:24])([CH3:21])[CH3:20])=[CH:15][CH:14]=1. The catalyst is C1COCC1. The product is [Cl:12][C:13]1[CH:14]=[CH:15][C:16]([C:19]([NH:22][C:23]([NH:1][C:2]2[CH:11]=[CH:10][CH:9]=[C:8]3[C:3]=2[CH:4]=[CH:5][N:6]=[CH:7]3)=[O:24])([CH3:21])[CH3:20])=[CH:17][CH:18]=1. The yield is 0.340. (6) The reactants are C(O[C:9]([N:11]([CH2:13][CH2:14][NH:15][C:16]1[CH:25]=[CH:24][C:19]([C:20]([O:22][CH3:23])=[O:21])=[CH:18][CH:17]=1)C)=O)C1C=CC=CC=1. The catalyst is CO.[Pd]. The product is [CH3:9][NH:11][CH2:13][CH2:14][NH:15][C:16]1[CH:25]=[CH:24][C:19]([C:20]([O:22][CH3:23])=[O:21])=[CH:18][CH:17]=1. The yield is 0.780.